From a dataset of Reaction yield outcomes from USPTO patents with 853,638 reactions. Predict the reaction yield, written as a fraction of the theoretical maximum amount of product (1.0 means a 100% yield; for example, 0.34 means a 34% yield). (1) The reactants are [CH3:1][O:2][C:3]1[CH:4]=[C:5]([CH:11]=[CH:12][C:13]=1[O:14][CH2:15][CH2:16][NH:17][CH2:18][CH2:19][C:20](=[O:41])[CH2:21][C:22]1[CH:27]=[CH:26][C:25]([NH:28][C:29]([NH:31][C:32]2[CH:37]=[CH:36][CH:35]=[CH:34][C:33]=2[F:38])=[O:30])=[C:24]([O:39][CH3:40])[CH:23]=1)[C:6]([O:8]CC)=[O:7].[OH-].[Na+].Cl. The catalyst is C1COCC1. The product is [CH3:1][O:2][C:3]1[CH:4]=[C:5]([CH:11]=[CH:12][C:13]=1[O:14][CH2:15][CH2:16][NH:17][CH2:18][CH2:19][C:20](=[O:41])[CH2:21][C:22]1[CH:27]=[CH:26][C:25]([NH:28][C:29]([NH:31][C:32]2[CH:37]=[CH:36][CH:35]=[CH:34][C:33]=2[F:38])=[O:30])=[C:24]([O:39][CH3:40])[CH:23]=1)[C:6]([OH:8])=[O:7]. The yield is 0.460. (2) The reactants are [NH2:1][C@H:2]([C@H:7]1[O:15][C@H:14]2[C@H:10]([N:11]=[C:12]([N:16]([CH3:18])[CH3:17])[S:13]2)[C@@H:9]([OH:19])[C@@H:8]1[OH:20])[C:3]([F:6])([F:5])[F:4].[C:21](=O)([O-])[O-].[K+].[K+].CI.CNC. The catalyst is CN(C=O)C.CO. The product is [CH3:17][N:16]([CH3:18])[C:12]1[S:13][C@H:14]2[O:15][C@H:7]([C@@H:2]([NH:1][CH3:21])[C:3]([F:6])([F:5])[F:4])[C@@H:8]([OH:20])[C@H:9]([OH:19])[C@H:10]2[N:11]=1. The yield is 0.200. (3) The reactants are Cl.Cl.[CH2:3]([C:5]1[N:9]([C:10]2[N:18]=[C:17]3[C:13]([N:14]=[C:15]([C:20]4([OH:26])[CH2:25][CH2:24][CH2:23][NH:22][CH2:21]4)[N:16]3[CH3:19])=[C:12]([N:27]3[CH2:32][CH2:31][O:30][CH2:29][CH2:28]3)[N:11]=2)[C:8]2[CH:33]=[CH:34][CH:35]=[CH:36][C:7]=2[N:6]=1)[CH3:4].[O:37]1[CH2:42][CH2:41][CH2:40][CH2:39][C:38]1=O.CCN(CC)CC.C(O[BH-](OC(=O)C)OC(=O)C)(=O)C.[Na+]. The catalyst is ClCCCl.C(Cl)Cl. The product is [CH2:3]([C:5]1[N:9]([C:10]2[N:18]=[C:17]3[C:13]([N:14]=[C:15]([C:20]4([OH:26])[CH2:25][CH2:24][CH2:23][N:22]([CH:40]5[CH2:41][CH2:42][O:37][CH2:38][CH2:39]5)[CH2:21]4)[N:16]3[CH3:19])=[C:12]([N:27]3[CH2:28][CH2:29][O:30][CH2:31][CH2:32]3)[N:11]=2)[C:8]2[CH:33]=[CH:34][CH:35]=[CH:36][C:7]=2[N:6]=1)[CH3:4]. The yield is 0.720. (4) The reactants are [S:1]1[CH2:6][C:5](=[O:7])[NH:4][C:3]2[CH:8]=[CH:9][CH:10]=[CH:11][C:2]1=2.Br[CH2:13][C:14]1[CH:19]=[CH:18][CH:17]=[CH:16][C:15]=1[F:20].CC([O-])(C)C.[K+].O. The catalyst is CN(C=O)C. The product is [F:20][C:15]1[CH:16]=[CH:17][CH:18]=[CH:19][C:14]=1[CH2:13][N:4]1[C:5](=[O:7])[CH2:6][S:1][C:2]2[CH:11]=[CH:10][CH:9]=[CH:8][C:3]1=2. The yield is 0.910. (5) The reactants are [CH3:1][C:2]1([CH3:17])[C:11]2[C:6](=[C:7]([CH3:16])[CH:8]=[C:9]([C:13]([OH:15])=[O:14])[C:10]=2[CH3:12])S[CH2:4][CH2:3]1.OO.[S:20]([O-:23])(O)=[O:21].[Na+]. The catalyst is C(O)(=O)C. The product is [CH3:17][C:2]1([CH3:1])[C:11]2[C:6](=[C:7]([CH3:16])[CH:8]=[C:9]([C:13]([OH:15])=[O:14])[C:10]=2[CH3:12])[S:20](=[O:23])(=[O:21])[CH2:4][CH2:3]1. The yield is 0.900. (6) The reactants are [CH2:1]([NH2:8])[CH2:2][CH2:3][CH2:4][CH2:5][CH2:6][NH2:7].[C:9](O[C:9]([O:11][C:12]([CH3:15])([CH3:14])[CH3:13])=[O:10])([O:11][C:12]([CH3:15])([CH3:14])[CH3:13])=[O:10]. The catalyst is ClCCl.C(Cl)(Cl)Cl. The product is [C:12]([O:11][C:9](=[O:10])[NH:7][CH2:6][CH2:5][CH2:4][CH2:3][CH2:2][CH2:1][NH2:8])([CH3:15])([CH3:14])[CH3:13]. The yield is 0.398. (7) The reactants are C(=O)([O-])[O-].[K+].[K+].[I-].[K+].[OH:9][C:10]1[CH:17]=[CH:16][C:13]([CH:14]=[O:15])=[C:12]([CH3:18])[CH:11]=1.[CH2:19](Br)[CH:20]=[CH2:21]. The catalyst is CC(=O)CC. The product is [CH2:21]([O:9][C:10]1[CH:17]=[CH:16][C:13]([CH:14]=[O:15])=[C:12]([CH3:18])[CH:11]=1)[CH:20]=[CH2:19]. The yield is 0.980. (8) The reactants are [CH3:1][N:2]1[C@H:6]([CH:7]=[CH:8][C:9]2[S:10][CH:11]=[CH:12][CH:13]=2)[CH2:5][O:4][C:3]1=[O:14]. The catalyst is CO.[Pd]. The yield is 0.910. The product is [CH3:1][N:2]1[C@H:6]([CH2:7][CH2:8][C:9]2[S:10][CH:11]=[CH:12][CH:13]=2)[CH2:5][O:4][C:3]1=[O:14]. (9) The reactants are Br[C:2]1[CH:3]=[C:4]2[C:9](=[CH:10][C:11]=1[CH:12]([F:14])[F:13])[N:8]([C:15]1[C:19]3[CH2:20][N:21]([C:24]([O:26][C:27]([CH3:30])([CH3:29])[CH3:28])=[O:25])[CH2:22][CH2:23][C:18]=3[N:17]([CH:31]3[CH2:36][CH2:35][S:34](=[O:38])(=[O:37])[CH2:33][CH2:32]3)[N:16]=1)[CH2:7][CH2:6][CH2:5]2.C([O-])([O-])=O.[Na+].[Na+].C1(P(C2CCCCC2)C2C=CC=CC=2C2C(C(C)C)=CC(C(C)C)=CC=2C(C)C)CCCCC1.[CH3:79][N:80]1[C:84]([CH3:85])=[C:83](B2OC(C)(C)C(C)(C)O2)[CH:82]=[N:81]1. The catalyst is C1COCC1.O.CC(C1C=C(C(C)C)C(C2C=CC=C(P(C3CCCCC3)C3CCCCC3)C=2)=C(C(C)C)C=1)C.C1C=[C-]C(C2C(N)=CC=CC=2)=CC=1.Cl[Pd+]. The product is [F:13][CH:12]([F:14])[C:11]1[CH:10]=[C:9]2[C:4]([CH2:5][CH2:6][CH2:7][N:8]2[C:15]2[C:19]3[CH2:20][N:21]([C:24]([O:26][C:27]([CH3:29])([CH3:28])[CH3:30])=[O:25])[CH2:22][CH2:23][C:18]=3[N:17]([CH:31]3[CH2:32][CH2:33][S:34](=[O:38])(=[O:37])[CH2:35][CH2:36]3)[N:16]=2)=[CH:3][C:2]=1[C:83]1[CH:82]=[N:81][N:80]([CH3:79])[C:84]=1[CH3:85]. The yield is 0.590. (10) The reactants are [C:1]([O:5][C:6](=[O:20])[C:7]([CH3:19])([S:9][C:10]1[CH:18]=[CH:17][C:13]([C:14]([OH:16])=[O:15])=[CH:12][CH:11]=1)[CH3:8])([CH3:4])([CH3:3])[CH3:2].[F:21][C:22]([F:45])([F:44])[C:23]([C:30]1[CH:43]=[CH:42][C:33]([CH2:34][N:35]2[CH:39]=[C:38]([CH2:40]O)[N:37]=[N:36]2)=[CH:32][CH:31]=1)([O:28][CH3:29])[C:24]([F:27])([F:26])[F:25].C1(N=C=NC2CCCCC2)CCCCC1. The catalyst is CN(C)C1C=CN=CC=1.ClCCl. The product is [C:1]([O:5][C:6](=[O:20])[C:7]([CH3:8])([S:9][C:10]1[CH:11]=[CH:12][C:13]([C:14]([O:16][CH2:40][C:38]2[N:37]=[N:36][N:35]([CH2:34][C:33]3[CH:42]=[CH:43][C:30]([C:23]([O:28][CH3:29])([C:22]([F:44])([F:21])[F:45])[C:24]([F:25])([F:26])[F:27])=[CH:31][CH:32]=3)[CH:39]=2)=[O:15])=[CH:17][CH:18]=1)[CH3:19])([CH3:2])([CH3:3])[CH3:4]. The yield is 0.930.